From a dataset of Forward reaction prediction with 1.9M reactions from USPTO patents (1976-2016). Predict the product of the given reaction. (1) Given the reactants [C:1]([NH:11][C@H:12]([C:14]([OH:16])=O)[CH3:13])([O:3][CH2:4][C:5]1[CH:10]=[CH:9][CH:8]=[CH:7][CH:6]=1)=[O:2].OC1C2N=NNC=2C=CC=1.Cl.CN(C)CCCN=C=NCC.[NH2:39][CH2:40][CH2:41][CH:42]([O:46][CH2:47][CH3:48])[O:43][CH2:44][CH3:45].C(N(CC)C(C)C)(C)C, predict the reaction product. The product is: [CH2:44]([O:43][CH:42]([O:46][CH2:47][CH3:48])[CH2:41][CH2:40][NH:39][C:14](=[O:16])[C@@H:12]([NH:11][C:1](=[O:2])[O:3][CH2:4][C:5]1[CH:6]=[CH:7][CH:8]=[CH:9][CH:10]=1)[CH3:13])[CH3:45]. (2) The product is: [NH2:21][C:11]1[S:12][CH2:13][C@@H:14]2[CH2:15][C@H:16]([CH2:19][OH:20])[O:17][CH2:18][C@:9]2([C:7]2[C:6]([F:30])=[CH:5][C:4]([F:31])=[C:3]([CH:8]=2)[C:1]#[N:2])[N:10]=1. Given the reactants [C:1]([C:3]1[C:4]([F:31])=[CH:5][C:6]([F:30])=[C:7]([C:9]23[CH2:18][O:17][C@@H:16]([CH2:19][OH:20])[CH2:15][CH:14]2[CH2:13][S:12][C:11]([NH:21]C(=O)C2C=CC=CC=2)=[N:10]3)[CH:8]=1)#[N:2].NC1SC[C@@H]2C[C@H](COCC3C=CC=CC=3)OC[C@]2(C2C(F)=CC(F)=C(C=2)C#N)N=1, predict the reaction product. (3) The product is: [C:21]([CH2:20][CH:19]([NH:18][C:15]([C:7]1[CH:6]=[CH:5][C:4]([CH:1]2[CH2:2][CH2:3]2)=[C:9]([O:10][CH2:11][CH:12]2[CH2:13][CH2:14]2)[N:8]=1)=[O:17])[C:24]([F:27])([F:26])[F:25])(=[O:22])[NH2:23]. Given the reactants [CH:1]1([C:4]2[CH:5]=[CH:6][C:7]([C:15]([OH:17])=O)=[N:8][C:9]=2[O:10][CH2:11][CH:12]2[CH2:14][CH2:13]2)[CH2:3][CH2:2]1.[NH2:18][CH:19]([C:24]([F:27])([F:26])[F:25])[CH2:20][C:21]([NH2:23])=[O:22], predict the reaction product.